From a dataset of Forward reaction prediction with 1.9M reactions from USPTO patents (1976-2016). Predict the product of the given reaction. (1) Given the reactants [NH2:1][C:2]1[CH:3]=[CH:4][CH:5]=[C:6]2[C:11]=1[NH:10][C:9](=[O:12])[CH:8]([NH:13]C(=O)C)[CH2:7]2.[ClH:17], predict the reaction product. The product is: [ClH:17].[ClH:17].[NH2:13][CH:8]1[CH2:7][C:6]2[C:11](=[C:2]([NH2:1])[CH:3]=[CH:4][CH:5]=2)[NH:10][C:9]1=[O:12]. (2) Given the reactants [Br:1][C:2]1[CH:7]=[CH:6][C:5]([C:8]([NH:10][C:11]2[CH:30]=[CH:29][CH:28]=[CH:27][C:12]=2[C:13]([NH:15][CH2:16][C@@H:17]2[CH2:21][CH2:20][N:19]([C:22]([CH:24]3[CH2:26][CH2:25]3)=[O:23])[CH2:18]2)=[O:14])=O)=[CH:4][CH:3]=1.[OH-].[Na+].C(O)CO.Cl, predict the reaction product. The product is: [Br:1][C:2]1[CH:7]=[CH:6][C:5]([C:8]2[N:15]([CH2:16][C@@H:17]3[CH2:21][CH2:20][N:19]([C:22]([CH:24]4[CH2:25][CH2:26]4)=[O:23])[CH2:18]3)[C:13](=[O:14])[C:12]3[C:11](=[CH:30][CH:29]=[CH:28][CH:27]=3)[N:10]=2)=[CH:4][CH:3]=1. (3) Given the reactants Br[CH2:2]/[CH:3]=[CH:4]/[CH2:5][O:6][CH2:7][C@H:8]1[CH2:13][CH2:12][C@H:11]([CH2:14][N:15]([CH3:29])[S:16]([C:19]2[CH:24]=[CH:23][C:22]([C:25]([F:28])([F:27])[F:26])=[CH:21][CH:20]=2)(=[O:18])=[O:17])[CH2:10][CH2:9]1.[CH3:30][NH2:31], predict the reaction product. The product is: [CH3:29][N:15]([CH2:14][C@H:11]1[CH2:12][CH2:13][C@H:8]([CH2:7][O:6][CH2:5]/[CH:4]=[CH:3]/[CH2:2][NH:31][CH3:30])[CH2:9][CH2:10]1)[S:16]([C:19]1[CH:24]=[CH:23][C:22]([C:25]([F:28])([F:27])[F:26])=[CH:21][CH:20]=1)(=[O:18])=[O:17]. (4) Given the reactants [CH:1]([O:4][C:5]1[CH:9]=[C:8]([C:10]([O:12][CH2:13][CH3:14])=[O:11])[NH:7][N:6]=1)([CH3:3])[CH3:2].Cl.Cl[CH2:17][C:18]1[CH:27]=[CH:26][C:25]2[C:20](=[CH:21][CH:22]=[CH:23][CH:24]=2)[N:19]=1.C(=O)([O-])[O-].[K+].[K+].CN(C)C=O, predict the reaction product. The product is: [CH:1]([O:4][C:5]1[CH:9]=[C:8]([C:10]([O:12][CH2:13][CH3:14])=[O:11])[N:7]([CH2:17][C:18]2[CH:27]=[CH:26][C:25]3[C:20](=[CH:21][CH:22]=[CH:23][CH:24]=3)[N:19]=2)[N:6]=1)([CH3:3])[CH3:2]. (5) Given the reactants [Cl:1][C:2]1[CH:10]=[CH:9][C:5]([C:6]([NH2:8])=[O:7])=[CH:4][CH:3]=1.[CH3:11][C:12]([CH:15]=O)([CH3:14])[CH3:13].[NH:17]1[C:21]2[CH:22]=[CH:23][CH:24]=[CH:25][C:20]=2[N:19]=[N:18]1.C1(C)C=CC(S(O)(=O)=O)=CC=1, predict the reaction product. The product is: [N:17]1([CH:15]([NH:8][C:6](=[O:7])[C:5]2[CH:9]=[CH:10][C:2]([Cl:1])=[CH:3][CH:4]=2)[C:12]([CH3:13])([CH3:14])[CH3:11])[C:21]2[CH:22]=[CH:23][CH:24]=[CH:25][C:20]=2[N:19]=[N:18]1. (6) Given the reactants [CH2:1]([N:3]([CH2:23][CH2:24][OH:25])[C:4]1[CH:9]=[CH:8][C:7]([C:10]2[C:19]3[C:14](=[CH:15][CH:16]=[CH:17][CH:18]=3)[C:13](=[O:20])[C:12](=[N:21]O)[CH:11]=2)=[CH:6][CH:5]=1)[CH3:2].[CH3:26][N:27]1[C:35]2[C:30](=[CH:31][CH:32]=[CH:33][CH:34]=2)[C:29]([CH3:37])([CH3:36])[C:28]1=[CH2:38], predict the reaction product. The product is: [CH2:1]([N:3]([C:4]1[CH:9]=[CH:8][C:7]([C:10]2[C:19]3[C:14](=[CH:15][CH:16]=[CH:17][CH:18]=3)[C:13]3[O:20][C:28]4([C:29]([CH3:37])([CH3:36])[C:30]5[C:35](=[CH:34][CH:33]=[CH:32][CH:31]=5)[N:27]4[CH3:26])[CH:38]=[N:21][C:12]=3[CH:11]=2)=[CH:6][CH:5]=1)[CH2:23][CH2:24][OH:25])[CH3:2].